From a dataset of Forward reaction prediction with 1.9M reactions from USPTO patents (1976-2016). Predict the product of the given reaction. (1) Given the reactants [CH3:1][O:2][C:3]1[CH:4]=[C:5]([NH:11][C:12]2[N:17]=[C:16]([NH:18][CH3:19])[N:15]=[C:14](Cl)[N:13]=2)[CH:6]=[C:7]([O:9][CH3:10])[CH:8]=1.[NH2:21][C:22]1[CH:27]=[CH:26][C:25]([OH:28])=[CH:24][CH:23]=1.C(Cl)Cl.[K+].[Br-], predict the reaction product. The product is: [CH3:1][O:2][C:3]1[CH:4]=[C:5]([NH:11][C:12]2[N:17]=[C:16]([NH:18][CH3:19])[N:15]=[C:14]([NH:21][C:22]3[CH:27]=[CH:26][C:25]([OH:28])=[CH:24][CH:23]=3)[N:13]=2)[CH:6]=[C:7]([O:9][CH3:10])[CH:8]=1. (2) Given the reactants [H-].[Na+].[Br:3][C:4]1[CH:5]=[C:6]2[C:10](=[CH:11][CH:12]=1)[NH:9][CH:8]=[CH:7]2.[F:13][C:14]1[CH:19]=[CH:18][C:17]([S:20][S:20][C:17]2[CH:18]=[CH:19][C:14]([F:13])=[CH:15][CH:16]=2)=[CH:16][CH:15]=1.C(=O)([O-])[O-].[Na+].[Na+], predict the reaction product. The product is: [Br:3][C:4]1[CH:5]=[C:6]2[C:10](=[CH:11][CH:12]=1)[NH:9][CH:8]=[C:7]2[S:20][C:17]1[CH:18]=[CH:19][C:14]([F:13])=[CH:15][CH:16]=1. (3) Given the reactants Cl[C:2]1[C:11]2[C:6](=[CH:7][C:8]([O:14][CH3:15])=[CH:9][C:10]=2[O:12][CH3:13])[N:5]=[CH:4][N:3]=1.[NH2:16][C:17]1[CH:21]=[C:20]([CH2:22][C:23]([NH:25][C:26]2[CH:31]=[CH:30][CH:29]=[C:28]([F:32])[C:27]=2[F:33])=[O:24])[NH:19][N:18]=1.C(OCC)C, predict the reaction product. The product is: [F:33][C:27]1[C:28]([F:32])=[CH:29][CH:30]=[CH:31][C:26]=1[NH:25][C:23](=[O:24])[CH2:22][C:20]1[NH:19][N:18]=[C:17]([NH:16][C:2]2[C:11]3[C:6](=[CH:7][C:8]([O:14][CH3:15])=[CH:9][C:10]=3[O:12][CH3:13])[N:5]=[CH:4][N:3]=2)[CH:21]=1. (4) Given the reactants [F:1][C:2]1[CH:9]=[CH:8][CH:7]=[CH:6][C:3]=1[C:4]#[N:5].[CH3:10][CH:11]([CH3:15])[CH2:12][CH:13]=[O:14], predict the reaction product. The product is: [F:1][C:2]1[C:9]([CH:13]([OH:14])[CH2:12][CH:11]([CH3:15])[CH3:10])=[CH:8][CH:7]=[CH:6][C:3]=1[C:4]#[N:5]. (5) The product is: [C:1]([O:5][C:6]([CH2:8][N:9]([S:27]([C:30]1[CH:35]=[C:34]([Cl:36])[CH:33]=[C:32]([Cl:37])[CH:31]=1)(=[O:28])=[O:29])[C:10]1[CH:11]=[C:12]2[C:16](=[CH:17][CH:18]=1)[N:15]([C:19](=[O:22])[NH:20][CH3:21])[CH2:14][CH:13]2[C:23]([OH:25])=[O:24])=[O:7])([CH3:4])([CH3:2])[CH3:3]. Given the reactants [C:1]([O:5][C:6]([CH2:8][N:9]([S:27]([C:30]1[CH:35]=[C:34]([Cl:36])[CH:33]=[C:32]([Cl:37])[CH:31]=1)(=[O:29])=[O:28])[C:10]1[CH:11]=[C:12]2[C:16](=[CH:17][CH:18]=1)[N:15]([C:19](=[O:22])[NH:20][CH3:21])[CH2:14][CH:13]2[C:23]([O:25]C)=[O:24])=[O:7])([CH3:4])([CH3:3])[CH3:2].[OH-].[Li+].Cl.[Cl-].[Na+], predict the reaction product. (6) Given the reactants [Cl:1][C:2]1[CH:7]=[C:6]([Cl:8])[CH:5]=[CH:4][C:3]=1[OH:9].Cl[CH2:11][C:12]([N:14]1[CH2:19][CH2:18][N:17]([S:20]([C:23]2[CH:32]=[CH:31][C:30]3[C:25](=[CH:26][CH:27]=[CH:28][CH:29]=3)[CH:24]=2)(=[O:22])=[O:21])[CH2:16][CH2:15]1)=[O:13].C(=O)([O-])[O-].[K+].[K+].O, predict the reaction product. The product is: [Cl:1][C:2]1[CH:7]=[C:6]([Cl:8])[CH:5]=[CH:4][C:3]=1[O:9][CH2:11][C:12]([N:14]1[CH2:15][CH2:16][N:17]([S:20]([C:23]2[CH:32]=[CH:31][C:30]3[C:25](=[CH:26][CH:27]=[CH:28][CH:29]=3)[CH:24]=2)(=[O:21])=[O:22])[CH2:18][CH2:19]1)=[O:13]. (7) Given the reactants [F:1][C:2]([CH3:19])([CH3:18])[CH2:3][C@H:4]([NH:7]C(=O)OCC1C=CC=CC=1)[CH2:5][OH:6], predict the reaction product. The product is: [NH2:7][C@@H:4]([CH2:3][C:2]([F:1])([CH3:19])[CH3:18])[CH2:5][OH:6]. (8) Given the reactants COC1C=CC(C([NH:24][C:25]2[N:30]([CH3:31])[C:29](=[O:32])[C:28]([CH3:34])([CH3:33])[C@:27]([C:36]3[CH:41]=[C:40](Br)[CH:39]=[CH:38][C:37]=3[F:43])([CH3:35])[N:26]=2)(C2C=CC(OC)=CC=2)C2C=CC=CC=2)=CC=1.[CH3:44][O:45][C:46]1[N:51]=[CH:50][C:49]([NH2:52])=[CH:48][CH:47]=1, predict the reaction product. The product is: [NH2:24][C:25]1[N:30]([CH3:31])[C:29](=[O:32])[C:28]([CH3:34])([CH3:33])[C@:27]([C:36]2[CH:41]=[C:40]([NH:52][C:49]3[CH:50]=[N:51][C:46]([O:45][CH3:44])=[CH:47][CH:48]=3)[CH:39]=[CH:38][C:37]=2[F:43])([CH3:35])[N:26]=1. (9) Given the reactants [CH2:1]([N:4]1[C:9]2[CH:10]=[C:11]([C:14](=[O:26])[CH:15]([C:17]3[CH:22]=[CH:21][C:20]([O:23][CH3:24])=[CH:19][C:18]=3[Cl:25])[CH3:16])[CH:12]=[CH:13][C:8]=2[O:7][CH2:6][C:5]1=[O:27])[CH:2]=[CH2:3].[F:28][C:29]([Si](C)(C)C)([F:31])[F:30], predict the reaction product. The product is: [CH2:1]([N:4]1[C:9]2[CH:10]=[C:11]([C:14]([OH:26])([C:29]([F:31])([F:30])[F:28])[CH:15]([C:17]3[CH:22]=[CH:21][C:20]([O:23][CH3:24])=[CH:19][C:18]=3[Cl:25])[CH3:16])[CH:12]=[CH:13][C:8]=2[O:7][CH2:6][C:5]1=[O:27])[CH:2]=[CH2:3]. (10) Given the reactants Br.[NH2:2][C@@H:3]([CH2:7][CH2:8][Br:9])[C:4]([OH:6])=[O:5].S(Cl)([Cl:12])=O.[CH2:14](O)[CH3:15], predict the reaction product. The product is: [ClH:12].[CH2:14]([O:5][C:4](=[O:6])[C@@H:3]([NH2:2])[CH2:7][CH2:8][Br:9])[CH3:15].